Dataset: NCI-60 drug combinations with 297,098 pairs across 59 cell lines. Task: Regression. Given two drug SMILES strings and cell line genomic features, predict the synergy score measuring deviation from expected non-interaction effect. (1) Drug 1: C1=CC(=CC=C1CC(C(=O)O)N)N(CCCl)CCCl.Cl. Drug 2: CN(C(=O)NC(C=O)C(C(C(CO)O)O)O)N=O. Cell line: U251. Synergy scores: CSS=28.1, Synergy_ZIP=-2.85, Synergy_Bliss=3.77, Synergy_Loewe=-6.27, Synergy_HSA=2.98. (2) Drug 1: C1=NNC2=C1C(=O)NC=N2. Drug 2: C1CCC(C(C1)N)N.C(=O)(C(=O)[O-])[O-].[Pt+4]. Cell line: T-47D. Synergy scores: CSS=16.0, Synergy_ZIP=-2.17, Synergy_Bliss=1.77, Synergy_Loewe=-12.6, Synergy_HSA=0.830. (3) Drug 1: CCCCC(=O)OCC(=O)C1(CC(C2=C(C1)C(=C3C(=C2O)C(=O)C4=C(C3=O)C=CC=C4OC)O)OC5CC(C(C(O5)C)O)NC(=O)C(F)(F)F)O. Drug 2: CC12CCC3C(C1CCC2O)C(CC4=C3C=CC(=C4)O)CCCCCCCCCS(=O)CCCC(C(F)(F)F)(F)F. Cell line: TK-10. Synergy scores: CSS=30.0, Synergy_ZIP=-2.24, Synergy_Bliss=-4.81, Synergy_Loewe=-14.9, Synergy_HSA=-4.43.